The task is: Predict the product of the given reaction.. This data is from Forward reaction prediction with 1.9M reactions from USPTO patents (1976-2016). Given the reactants Br[CH2:2][C:3]1[S:20][C:6]2[N:7]=[CH:8][N:9]=[C:10]([NH:11][CH2:12][CH2:13][C:14]3[CH:19]=[CH:18][CH:17]=[CH:16][CH:15]=3)[C:5]=2[CH:4]=1.[CH3:21][O-:22].[Na+].O, predict the reaction product. The product is: [CH3:21][O:22][CH2:2][C:3]1[S:20][C:6]2[N:7]=[CH:8][N:9]=[C:10]([NH:11][CH2:12][CH2:13][C:14]3[CH:19]=[CH:18][CH:17]=[CH:16][CH:15]=3)[C:5]=2[CH:4]=1.